From a dataset of Reaction yield outcomes from USPTO patents with 853,638 reactions. Predict the reaction yield, written as a fraction of the theoretical maximum amount of product (1.0 means a 100% yield; for example, 0.34 means a 34% yield). (1) The reactants are [CH2:1]([C@@:4]1([C:20]2[CH:25]=[CH:24][CH:23]=[CH:22][CH:21]=2)[O:9][C:8](=[O:10])[N:7]([C@H:11]([C:13]2[CH:18]=[CH:17][C:16]([Br:19])=[CH:15][CH:14]=2)[CH3:12])[CH2:6][CH2:5]1)[CH:2]=[CH2:3].[OH2:26]. The catalyst is CN(C=O)C.Cl[Cu].Cl[Pd]Cl. The product is [Br:19][C:16]1[CH:15]=[CH:14][C:13]([C@@H:11]([N:7]2[CH2:6][CH2:5][C@:4]([CH2:1][C:2](=[O:26])[CH3:3])([C:20]3[CH:25]=[CH:24][CH:23]=[CH:22][CH:21]=3)[O:9][C:8]2=[O:10])[CH3:12])=[CH:18][CH:17]=1. The yield is 0.580. (2) The reactants are [Cl:1][C:2]1[C:10]2[C:9]3[CH2:11][N:12]([CH2:22][CH2:23][N:24]4[CH2:29][CH2:28][CH2:27][CH2:26][CH2:25]4)[C:13](=[O:21])[C@H:14]([CH2:16][C:17]([O:19]C)=[O:18])[CH2:15][C:8]=3[CH:7]=[C:6]([Cl:30])[C:5]=2[NH:4][N:3]=1.O1CCCC1.CO.O.O.[OH-].[Li+]. No catalyst specified. The product is [Cl:1][C:2]1[C:10]2[C:9]3[CH2:11][N:12]([CH2:22][CH2:23][N:24]4[CH2:25][CH2:26][CH2:27][CH2:28][CH2:29]4)[C:13](=[O:21])[C@H:14]([CH2:16][C:17]([OH:19])=[O:18])[CH2:15][C:8]=3[CH:7]=[C:6]([Cl:30])[C:5]=2[NH:4][N:3]=1. The yield is 0.500.